From a dataset of Full USPTO retrosynthesis dataset with 1.9M reactions from patents (1976-2016). Predict the reactants needed to synthesize the given product. (1) Given the product [Cl:1][C:2]1[CH:7]=[CH:6][C:5]2[CH:23]([CH2:22][O:21][Si:20]([C:17]([CH3:19])([CH3:18])[CH3:16])([CH3:26])[CH3:25])[O:24][CH2:9][C:4]=2[CH:3]=1, predict the reactants needed to synthesize it. The reactants are: [Cl:1][C:2]1[CH:7]=[CH:6][C:5](I)=[C:4]([CH2:9]Cl)[CH:3]=1.C([Mg]Br)(C)C.[CH3:16][C:17]([Si:20]([CH3:26])([CH3:25])[O:21][CH2:22][CH:23]=[O:24])([CH3:19])[CH3:18]. (2) Given the product [CH3:3][O:4][C:5]([C:7]1([C:10]2[CH:11]=[C:12]3[C:17](=[CH:18][CH:19]=2)[O:16][CH2:15][CH2:14][CH2:13]3)[CH2:8][CH2:9]1)=[O:6], predict the reactants needed to synthesize it. The reactants are: [BH4-].[Na+].[CH3:3][O:4][C:5]([C:7]1([C:10]2[CH:11]=[C:12]3[C:17](=[CH:18][CH:19]=2)[O:16][CH2:15][CH2:14][C:13]3=O)[CH2:9][CH2:8]1)=[O:6]. (3) Given the product [C:26]([C:24]1[N:23]([CH3:29])[C:22]2[CH:30]=[C:18]([N:11]3[CH:12]=[CH:13][C:8]([O:7][CH2:6][C:5]4[CH:15]=[CH:16][C:2]([F:1])=[CH:3][CH:4]=4)=[CH:9][C:10]3=[O:14])[CH:19]=[CH:20][C:21]=2[N:25]=1)(=[O:28])[CH3:27], predict the reactants needed to synthesize it. The reactants are: [F:1][C:2]1[CH:16]=[CH:15][C:5]([CH2:6][O:7][C:8]2[CH:13]=[CH:12][NH:11][C:10](=[O:14])[CH:9]=2)=[CH:4][CH:3]=1.Br[C:18]1[CH:19]=[CH:20][C:21]2[N:25]=[C:24]([C:26](=[O:28])[CH3:27])[N:23]([CH3:29])[C:22]=2[CH:30]=1.CNCCNC.C(=O)([O-])[O-].[K+].[K+]. (4) Given the product [C:36]([NH:35][S:32]([N:6]([CH2:5][C:4]([OH:40])=[O:3])[CH2:7][C:8]1[CH:13]=[CH:12][CH:11]=[C:10]([O:14][CH2:15][C:16]2[N:17]=[C:18]([C:22]3[CH:23]=[CH:24][C:25]([C:28]([F:29])([F:31])[F:30])=[CH:26][CH:27]=3)[O:19][C:20]=2[CH3:21])[CH:9]=1)(=[O:34])=[O:33])([CH3:39])([CH3:37])[CH3:38], predict the reactants needed to synthesize it. The reactants are: C([O:3][C:4](=[O:40])[CH2:5][N:6]([S:32]([NH:35][C:36]([CH3:39])([CH3:38])[CH3:37])(=[O:34])=[O:33])[CH2:7][C:8]1[CH:13]=[CH:12][CH:11]=[C:10]([O:14][CH2:15][C:16]2[N:17]=[C:18]([C:22]3[CH:27]=[CH:26][C:25]([C:28]([F:31])([F:30])[F:29])=[CH:24][CH:23]=3)[O:19][C:20]=2[CH3:21])[CH:9]=1)C.O.[OH-].[Li+]. (5) Given the product [NH2:11][C:12]1[CH:17]=[CH:16][C:15]([O:18][C:2]2[CH:9]=[CH:8][C:7]([F:10])=[CH:6][C:3]=2[C:4]#[N:5])=[CH:14][C:13]=1[CH3:19], predict the reactants needed to synthesize it. The reactants are: F[C:2]1[CH:9]=[CH:8][C:7]([F:10])=[CH:6][C:3]=1[C:4]#[N:5].[NH2:11][C:12]1[CH:17]=[CH:16][C:15]([OH:18])=[CH:14][C:13]=1[CH3:19].C(=O)([O-])[O-].[K+].[K+]. (6) Given the product [Cl:1][C:2]1[CH:3]=[C:4]([N:9]2[C:16]([C:17]3[CH:18]=[CH:19][C:20]([Cl:23])=[CH:21][CH:22]=3)([CH3:36])[C:15]3[C:11](=[N:12][N:13]([C:27]4[CH:32]=[CH:31][CH:30]=[CH:29][C:28]=4[O:33][CH3:34])[C:14]=3[CH:24]([CH3:26])[CH3:25])[C:10]2=[O:35])[CH:5]=[CH:6][C:7]=1[F:8], predict the reactants needed to synthesize it. The reactants are: [Cl:1][C:2]1[CH:3]=[C:4]([N:9]2[CH:16]([C:17]3[CH:22]=[CH:21][C:20]([Cl:23])=[CH:19][CH:18]=3)[C:15]3[C:11](=[N:12][N:13]([C:27]4[CH:32]=[CH:31][CH:30]=[CH:29][C:28]=4[O:33][CH3:34])[C:14]=3[CH:24]([CH3:26])[CH3:25])[C:10]2=[O:35])[CH:5]=[CH:6][C:7]=1[F:8].[CH3:36][Si]([N-][Si](C)(C)C)(C)C.[K+].CI. (7) Given the product [F:15][C:16]1[CH:17]=[C:18]([CH:19]=[C:20]([F:33])[C:21]=1[O:22][C:23]1[CH:24]=[CH:25][C:26]([C:29]([F:30])([F:31])[F:32])=[CH:27][CH:28]=1)[CH2:34][O:35][C:2]1[CH:3]=[C:4]2[N:11]([CH3:12])[CH2:10][CH2:9][N:5]2[C:6](=[O:8])[N:7]=1, predict the reactants needed to synthesize it. The reactants are: Cl[C:2]1[CH:3]=[C:4]2[N:11]([CH3:12])[CH2:10][CH2:9][N:5]2[C:6](=[O:8])[N:7]=1.[H-].[Na+].[F:15][C:16]1[CH:17]=[C:18]([CH2:34][OH:35])[CH:19]=[C:20]([F:33])[C:21]=1[O:22][C:23]1[CH:28]=[CH:27][C:26]([C:29]([F:32])([F:31])[F:30])=[CH:25][CH:24]=1.